This data is from Full USPTO retrosynthesis dataset with 1.9M reactions from patents (1976-2016). The task is: Predict the reactants needed to synthesize the given product. (1) Given the product [C:1]([O:5][C:6](=[O:7])[N:8]([CH3:20])[C@@H:9]([C:17](=[O:18])[NH:23][CH3:27])[CH2:10][C:11]1[CH:16]=[CH:15][CH:14]=[CH:13][CH:12]=1)([CH3:4])([CH3:3])[CH3:2], predict the reactants needed to synthesize it. The reactants are: [C:1]([O:5][C:6]([N:8]([CH3:20])[C@@H:9]([C:17](O)=[O:18])[CH2:10][C:11]1[CH:16]=[CH:15][CH:14]=[CH:13][CH:12]=1)=[O:7])([CH3:4])([CH3:3])[CH3:2].O.O[N:23]1[C:27]2C=CC=CC=2N=N1.Cl.C(N=C=NCCCN(C)C)C.CN. (2) Given the product [C:33]([C:30]1[CH:29]=[CH:28][C:27]([C:25]2[CH:24]=[C:23]([CH3:35])[N:22]=[C:21]([C:17]3[N:16]=[C:15]([C:11]4[CH:10]=[C:9]([S:6]([NH2:5])(=[O:7])=[O:8])[CH:14]=[CH:13][CH:12]=4)[CH:20]=[CH:19][CH:18]=3)[N:26]=2)=[CH:32][CH:31]=1)#[N:34], predict the reactants needed to synthesize it. The reactants are: C([NH:5][S:6]([C:9]1[CH:14]=[CH:13][CH:12]=[C:11]([C:15]2[CH:20]=[CH:19][CH:18]=[C:17]([C:21]3[N:26]=[C:25]([C:27]4[CH:32]=[CH:31][C:30]([C:33]#[N:34])=[CH:29][CH:28]=4)[CH:24]=[C:23]([CH3:35])[N:22]=3)[N:16]=2)[CH:10]=1)(=[O:8])=[O:7])(C)(C)C.C(O)(C(F)(F)F)=O.